This data is from Reaction yield outcomes from USPTO patents with 853,638 reactions. The task is: Predict the reaction yield, written as a fraction of the theoretical maximum amount of product (1.0 means a 100% yield; for example, 0.34 means a 34% yield). (1) The reactants are [C:1]([C:3]1[CH:11]=[CH:10][C:6]([C:7]([OH:9])=O)=[C:5]([CH3:12])[CH:4]=1)#[N:2].C(Cl)(=O)C(Cl)=O.[CH2:19]([NH2:23])[CH2:20][CH2:21][CH3:22].N1C=CC=CC=1.C(=O)([O-])O.[Na+]. The catalyst is CN(C)C=O.ClCCl.O1CCCC1. The product is [CH2:19]([NH:23][C:7](=[O:9])[C:6]1[CH:10]=[CH:11][C:3]([C:1]#[N:2])=[CH:4][C:5]=1[CH3:12])[CH2:20][CH2:21][CH3:22]. The yield is 0.570. (2) The reactants are CC1(C)C(C)(C)OB([C:9]2[CH:10]=[CH:11][C:12]([N:15]3[CH2:20][CH2:19][O:18][CH2:17][CH2:16]3)=[N:13][CH:14]=2)O1.[NH2:22][C:23]1[C:32](Br)=[N:31][C:30]([Br:34])=[CH:29][C:24]=1[C:25]([O:27][CH3:28])=[O:26].C([O-])([O-])=O.[K+].[K+]. No catalyst specified. The product is [NH2:22][C:23]1[C:32]([C:9]2[CH:14]=[N:13][C:12]([N:15]3[CH2:16][CH2:17][O:18][CH2:19][CH2:20]3)=[CH:11][CH:10]=2)=[N:31][C:30]([Br:34])=[CH:29][C:24]=1[C:25]([O:27][CH3:28])=[O:26]. The yield is 0.428. (3) The reactants are C(OC([C:6]1[N:7]([CH2:19][CH:20]([NH:22][C:23]([O:25]C(C)(C)C)=O)[CH3:21])[N:8]=[C:9]([CH2:11][O:12][C:13]2[CH:18]=[CH:17][CH:16]=[CH:15][CH:14]=2)[CH:10]=1)=O)C.C([O-])([O-])=O.[Na+].[Na+]. The catalyst is Cl.O1CCOCC1.C(Cl)Cl. The product is [CH3:21][CH:20]1[CH2:19][N:7]2[N:8]=[C:9]([CH2:11][O:12][C:13]3[CH:18]=[CH:17][CH:16]=[CH:15][CH:14]=3)[CH:10]=[C:6]2[C:23](=[O:25])[NH:22]1. The yield is 0.910. (4) The reactants are [C:1]([C:3]1[CH:29]=[CH:28][C:6]([O:7][CH2:8][C@@H:9]([OH:27])[CH2:10][N:11]2[CH2:18][CH:17]3[O:19][CH:13]([CH2:14][N:15](C(OC(C)(C)C)=O)[CH2:16]3)[CH2:12]2)=[CH:5][CH:4]=1)#[N:2].Cl. The catalyst is C(OCC)(=O)C. The product is [OH:27][C@@H:9]([CH2:10][N:11]1[CH2:18][CH:17]2[O:19][CH:13]([CH2:14][NH:15][CH2:16]2)[CH2:12]1)[CH2:8][O:7][C:6]1[CH:28]=[CH:29][C:3]([C:1]#[N:2])=[CH:4][CH:5]=1. The yield is 0.910. (5) The reactants are [C:1]([C:5]1[N:6]([CH2:17][CH:18]2[CH2:23][CH2:22][O:21][CH2:20][CH2:19]2)[CH:7]=[C:8]([C:10]2[CH:15]=[N:14][CH:13]=[C:12](Cl)[N:11]=2)[N:9]=1)([CH3:4])([CH3:3])[CH3:2].[C:24]1(P(C2C=CC=CC=2)C2C=CC3C(=CC=CC=3)C=2C2C3C(=CC=CC=3)C=CC=2P(C2C=CC=CC=2)C2C=CC=CC=2)[CH:29]=CC=C[CH:25]=1.[C:70]([O-:73])(=[O:72])C.[K+].C(=O)([O-])O.[Na+]. The catalyst is CN(C=O)C.C(O)CC.C([O-])(=O)C.[Pd+2].C([O-])(=O)C. The product is [CH2:25]([O:73][C:70]([C:10]1([C:8]2[N:9]=[C:5]([C:1]([CH3:4])([CH3:3])[CH3:2])[N:6]([CH2:17][CH:18]3[CH2:23][CH2:22][O:21][CH2:20][CH2:19]3)[CH:7]=2)[CH:15]=[N:14][CH:13]=[CH:12][NH:11]1)=[O:72])[CH2:24][CH3:29]. The yield is 0.850. (6) The reactants are [OH:1][CH:2]([CH:4]1[CH2:7][N:6]([C:8]([O:10][C:11]([CH3:14])([CH3:13])[CH3:12])=[O:9])[CH2:5]1)[CH3:3].C1C=CC(P(C2C=CC=CC=2)C2C=CC=CC=2)=CC=1.[Cl:34][C:35]1[CH:40]=[CH:39][C:38](O)=[CH:37][CH:36]=1.CCOC(/N=N/C(OCC)=O)=O. The catalyst is C1COCC1. The product is [Cl:34][C:35]1[CH:40]=[CH:39][C:38]([O:1][CH:2]([CH:4]2[CH2:7][N:6]([C:8]([O:10][C:11]([CH3:13])([CH3:12])[CH3:14])=[O:9])[CH2:5]2)[CH3:3])=[CH:37][CH:36]=1. The yield is 0.440. (7) The reactants are [Br:1][C:2]1[CH:7]=[CH:6][C:5]([C:8]2[N:13]=[N:12][C:11]([NH2:14])=[N:10][CH:9]=2)=[CH:4][C:3]=1[F:15].Cl[CH:17]([CH2:27][C:28]1[CH:29]=[C:30]2[C:35](=[CH:36][CH:37]=1)[N:34]=[CH:33][CH:32]=[CH:31]2)[CH:18](N1C(=O)CCC1=O)O. The catalyst is C(O)(C)C.O. The product is [Br:1][C:2]1[CH:7]=[CH:6][C:5]([C:8]2[CH:9]=[N:10][C:11]3[N:12]([C:17]([CH2:27][C:28]4[CH:29]=[C:30]5[C:35](=[CH:36][CH:37]=4)[N:34]=[CH:33][CH:32]=[CH:31]5)=[CH:18][N:14]=3)[N:13]=2)=[CH:4][C:3]=1[F:15]. The yield is 0.550. (8) The reactants are [Br:1][C:2]1[CH:7]=[CH:6][C:5]([SH:8])=[CH:4][C:3]=1[F:9].[H-].[Na+].IC.Cl[CH2:15]Cl. The catalyst is O1CCCC1. The product is [Br:1][C:2]1[CH:7]=[CH:6][C:5]([S:8][CH3:15])=[CH:4][C:3]=1[F:9]. The yield is 0.860. (9) The reactants are [CH3:1][O:2][C:3]1[CH:30]=[C:29]([O:31][CH3:32])[CH:28]=[CH:27][C:4]=1[CH2:5][N:6]1[C:10]2=[N:11][C:12]([C:21]3[O:22][CH:23]=[CH:24][CH:25]=3)=[C:13]([C:15]3[CH:20]=[CH:19][N:18]=[CH:17][N:16]=3)[CH:14]=[C:9]2[NH:8][C:7]1=[O:26].[H-].[Na+].[H][H].[CH3:37]I. The catalyst is CN(C)C=O. The product is [CH3:1][O:2][C:3]1[CH:30]=[C:29]([O:31][CH3:32])[CH:28]=[CH:27][C:4]=1[CH2:5][N:6]1[C:10]2=[N:11][C:12]([C:21]3[O:22][CH:23]=[CH:24][CH:25]=3)=[C:13]([C:15]3[CH:20]=[CH:19][N:18]=[CH:17][N:16]=3)[CH:14]=[C:9]2[N:8]([CH3:37])[C:7]1=[O:26]. The yield is 0.850. (10) The catalyst is C1COCC1.CO. The reactants are C[O:2][C:3](=[O:22])[C:4]1[CH:9]=[CH:8][CH:7]=[CH:6][C:5]=1[CH2:10][O:11][N:12]1[C:17]([CH3:19])([CH3:18])[CH2:16][CH2:15][CH2:14][C:13]1([CH3:21])[CH3:20].[OH-].[Na+].Cl. The product is [CH3:20][C:13]1([CH3:21])[CH2:14][CH2:15][CH2:16][C:17]([CH3:18])([CH3:19])[N:12]1[O:11][CH2:10][C:5]1[CH:6]=[CH:7][CH:8]=[CH:9][C:4]=1[C:3]([OH:22])=[O:2]. The yield is 0.770.